This data is from Catalyst prediction with 721,799 reactions and 888 catalyst types from USPTO. The task is: Predict which catalyst facilitates the given reaction. Reactant: [CH3:1][C:2]1[S:3][CH:4]=[CH:5][N:6]=1.CO[CH:9](OC)[N:10]([CH3:12])[CH3:11]. Product: [CH3:9][N:10]([CH3:12])/[CH:11]=[CH:1]/[C:2]1[S:3][CH:4]=[CH:5][N:6]=1. The catalyst class is: 3.